This data is from Full USPTO retrosynthesis dataset with 1.9M reactions from patents (1976-2016). The task is: Predict the reactants needed to synthesize the given product. (1) Given the product [ClH:23].[CH2:15]([NH:14][C:12]1[N:11]=[C:10]([NH:17][CH2:18][CH3:19])[C:8]2[N:9]=[C:4]([NH:3][CH2:1][CH3:2])[N:5]=[C:6]([NH:20][CH2:21][CH3:22])[C:7]=2[N:13]=1)[CH3:16], predict the reactants needed to synthesize it. The reactants are: [CH2:1]([NH:3][C:4]1[N:5]=[C:6]([NH:20][CH2:21][CH3:22])[C:7]2[N:13]=[C:12]([NH:14][CH2:15][CH3:16])[N:11]=[C:10]([NH:17][CH2:18][CH3:19])[C:8]=2[N:9]=1)[CH3:2].[ClH:23].O1CCOCC1.Cl.CN(C)C1N=C(NCCC)C2N=C(NC)N=C(NCCC)C=2N=1. (2) Given the product [NH2:5][C:6]1[N:7]=[C:8]([Cl:16])[C:9]([NH:13][CH:14]=[O:15])=[C:10]([NH:29][CH2:28][C:21]2[CH:22]=[CH:23][C:24]([N+:25]([O-:27])=[O:26])=[C:19]([CH3:18])[CH:20]=2)[N:11]=1, predict the reactants needed to synthesize it. The reactants are: C(O)(C)C.[NH2:5][C:6]1[N:11]=[C:10](Cl)[C:9]([NH:13][CH:14]=[O:15])=[C:8]([Cl:16])[N:7]=1.Cl.[CH3:18][C:19]1[CH:20]=[C:21]([CH2:28][NH2:29])[CH:22]=[CH:23][C:24]=1[N+:25]([O-:27])=[O:26].C(N(CC)CC)C.